Task: Predict the reactants needed to synthesize the given product.. Dataset: Full USPTO retrosynthesis dataset with 1.9M reactions from patents (1976-2016) The reactants are: [Cl:1][C:2]1[CH:22]=[C:21]([CH:23]=O)[CH:20]=[CH:19][C:3]=1[CH2:4][N:5]1[C:9]2=[N:10][C:11]([C:14]([O:16][CH3:17])=[O:15])=[CH:12][CH:13]=[C:8]2[N:7]=[C:6]1[CH3:18].[S:25]1[CH2:29][C:28](=[O:30])[NH:27][C:26]1=[O:31].N1CCCCC1. Given the product [Cl:1][C:2]1[CH:22]=[C:21]([CH:23]=[C:29]2[S:25][C:26](=[O:31])[NH:27][C:28]2=[O:30])[CH:20]=[CH:19][C:3]=1[CH2:4][N:5]1[C:9]2=[N:10][C:11]([C:14]([O:16][CH3:17])=[O:15])=[CH:12][CH:13]=[C:8]2[N:7]=[C:6]1[CH3:18], predict the reactants needed to synthesize it.